Task: Regression. Given two drug SMILES strings and cell line genomic features, predict the synergy score measuring deviation from expected non-interaction effect.. Dataset: Merck oncology drug combination screen with 23,052 pairs across 39 cell lines (1) Drug 1: O=c1[nH]cc(F)c(=O)[nH]1. Drug 2: COC1CC2CCC(C)C(O)(O2)C(=O)C(=O)N2CCCCC2C(=O)OC(C(C)CC2CCC(OP(C)(C)=O)C(OC)C2)CC(=O)C(C)C=C(C)C(O)C(OC)C(=O)C(C)CC(C)C=CC=CC=C1C. Cell line: ZR751. Synergy scores: synergy=10.3. (2) Drug 1: CS(=O)(=O)CCNCc1ccc(-c2ccc3ncnc(Nc4ccc(OCc5cccc(F)c5)c(Cl)c4)c3c2)o1. Drug 2: NC1(c2ccc(-c3nc4ccn5c(=O)[nH]nc5c4cc3-c3ccccc3)cc2)CCC1. Cell line: PA1. Synergy scores: synergy=29.0. (3) Drug 1: O=P1(N(CCCl)CCCl)NCCCO1. Drug 2: Cn1nnc2c(C(N)=O)ncn2c1=O. Cell line: KPL1. Synergy scores: synergy=-28.2. (4) Drug 1: O=C(CCCCCCC(=O)Nc1ccccc1)NO. Drug 2: NC1(c2ccc(-c3nc4ccn5c(=O)[nH]nc5c4cc3-c3ccccc3)cc2)CCC1. Cell line: NCIH1650. Synergy scores: synergy=24.2. (5) Drug 1: O=S1(=O)NC2(CN1CC(F)(F)F)C1CCC2Cc2cc(C=CCN3CCC(C(F)(F)F)CC3)ccc2C1. Drug 2: C#Cc1cccc(Nc2ncnc3cc(OCCOC)c(OCCOC)cc23)c1. Cell line: COLO320DM. Synergy scores: synergy=11.8. (6) Drug 1: O=S1(=O)NC2(CN1CC(F)(F)F)C1CCC2Cc2cc(C=CCN3CCC(C(F)(F)F)CC3)ccc2C1. Drug 2: CCC1=CC2CN(C1)Cc1c([nH]c3ccccc13)C(C(=O)OC)(c1cc3c(cc1OC)N(C)C1C(O)(C(=O)OC)C(OC(C)=O)C4(CC)C=CCN5CCC31C54)C2. Cell line: LNCAP. Synergy scores: synergy=-1.33. (7) Drug 1: CC1CC2C3CCC4=CC(=O)C=CC4(C)C3(F)C(O)CC2(C)C1(O)C(=O)CO. Drug 2: C#Cc1cccc(Nc2ncnc3cc(OCCOC)c(OCCOC)cc23)c1. Cell line: SW620. Synergy scores: synergy=-7.47. (8) Drug 1: CCC1=CC2CN(C1)Cc1c([nH]c3ccccc13)C(C(=O)OC)(c1cc3c(cc1OC)N(C)C1C(O)(C(=O)OC)C(OC(C)=O)C4(CC)C=CCN5CCC31C54)C2. Drug 2: C=CCn1c(=O)c2cnc(Nc3ccc(N4CCN(C)CC4)cc3)nc2n1-c1cccc(C(C)(C)O)n1. Cell line: KPL1. Synergy scores: synergy=7.21. (9) Drug 1: NC(=O)c1cccc2cn(-c3ccc(C4CCCNC4)cc3)nc12. Drug 2: Cn1c(=O)n(-c2ccc(C(C)(C)C#N)cc2)c2c3cc(-c4cnc5ccccc5c4)ccc3ncc21. Cell line: CAOV3. Synergy scores: synergy=-2.52.